Dataset: Forward reaction prediction with 1.9M reactions from USPTO patents (1976-2016). Task: Predict the product of the given reaction. (1) Given the reactants [CH2:1]([N:8]1[C:16]2[C:11](=[CH:12][CH:13]=[CH:14][CH:15]=2)[C:10]([C:17](=[O:26])[C:18]([N:20]2[CH2:25][CH2:24][O:23][CH2:22][CH2:21]2)=[O:19])=[CH:9]1)[C:2]1[CH:7]=[CH:6][CH:5]=[CH:4][CH:3]=1.[F:27][C:28]([Si](C)(C)C)([F:30])[F:29].C([O-])(=O)C.[Li+].[F-].C([N+](CCCC)(CCCC)CCCC)CCC, predict the reaction product. The product is: [CH2:1]([N:8]1[C:16]2[C:11](=[CH:12][CH:13]=[CH:14][CH:15]=2)[C:10]([C:17]([OH:26])([C:18]([N:20]2[CH2:21][CH2:22][O:23][CH2:24][CH2:25]2)=[O:19])[C:28]([F:30])([F:29])[F:27])=[CH:9]1)[C:2]1[CH:3]=[CH:4][CH:5]=[CH:6][CH:7]=1. (2) Given the reactants [Cl:1][C:2]1[CH:7]=[CH:6][C:5]([C:8]2[CH:13]=[CH:12][N:11]3[N:14]=[CH:15][C:16]([C:17]#[CH:18])=[C:10]3[N:9]=2)=[CH:4][CH:3]=1.Br[C:20]1[S:24][C:23]([S:25]([NH2:28])(=[O:27])=[O:26])=[CH:22][CH:21]=1, predict the reaction product. The product is: [Cl:1][C:2]1[CH:3]=[CH:4][C:5]([C:8]2[CH:13]=[CH:12][N:11]3[N:14]=[CH:15][C:16]([C:17]#[C:18][C:20]4[S:24][C:23]([S:25]([NH2:28])(=[O:27])=[O:26])=[CH:22][CH:21]=4)=[C:10]3[N:9]=2)=[CH:6][CH:7]=1. (3) The product is: [C:13]([C:4]1[CH:3]=[C:2]([NH:1][C:17]([NH:24][C:28]2[CH:27]=[C:32]3[C:36](=[CH:37][CH:38]=2)[NH:35][CH:34]=[C:33]3[CH2:39][CH2:40][C:41]2[CH:42]=[CH:43][N:44]=[CH:45][CH:46]=2)=[O:18])[N:6]([C:7]2[CH:12]=[CH:11][CH:10]=[CH:9][CH:8]=2)[N:5]=1)([CH3:16])([CH3:15])[CH3:14]. Given the reactants [NH2:1][C:2]1[N:6]([C:7]2[CH:12]=[CH:11][CH:10]=[CH:9][CH:8]=2)[N:5]=[C:4]([C:13]([CH3:16])([CH3:15])[CH3:14])[CH:3]=1.[C:17]([N:24]1[CH:28]=[CH:27]N=C1)(N1C=CN=C1)=[O:18].NC1C=[C:32]2[C:36](=[CH:37][CH:38]=1)[NH:35][CH:34]=[C:33]2[CH2:39][CH2:40][C:41]1[CH:46]=[CH:45][N:44]=[CH:43][CH:42]=1, predict the reaction product. (4) Given the reactants COC1C(SC#N)=CC(C)=C(O)C=1.COC(=O)C[O:18][C:19]1[CH:24]=[C:23]([CH3:25])[C:22]([S:26][C:27]#[N:28])=[CH:21][C:20]=1[CH3:29], predict the reaction product. The product is: [CH3:29][C:20]1[CH:21]=[C:22]([S:26][C:27]#[N:28])[C:23]([CH3:25])=[CH:24][C:19]=1[OH:18]. (5) Given the reactants CC1(C)COB([C:8]2[CH:9]=[CH:10][C:11]([C:16]([O:18][CH2:19][CH3:20])=[O:17])=[N:12][C:13]=2[O:14][CH3:15])OC1.[Cl:22][C:23]1[N:24]=[CH:25][NH:26][CH:27]=1, predict the reaction product. The product is: [Cl:22][C:23]1[N:24]=[CH:25][N:26]([C:9]2[CH:8]=[C:13]([O:14][CH3:15])[N:12]=[C:11]([C:16]([O:18][CH2:19][CH3:20])=[O:17])[CH:10]=2)[CH:27]=1.